This data is from NCI-60 drug combinations with 297,098 pairs across 59 cell lines. The task is: Regression. Given two drug SMILES strings and cell line genomic features, predict the synergy score measuring deviation from expected non-interaction effect. (1) Drug 1: CC1=C2C(C(=O)C3(C(CC4C(C3C(C(C2(C)C)(CC1OC(=O)C(C(C5=CC=CC=C5)NC(=O)OC(C)(C)C)O)O)OC(=O)C6=CC=CC=C6)(CO4)OC(=O)C)O)C)O. Drug 2: C1=CC=C(C(=C1)C(C2=CC=C(C=C2)Cl)C(Cl)Cl)Cl. Cell line: COLO 205. Synergy scores: CSS=1.44, Synergy_ZIP=2.97, Synergy_Bliss=9.57, Synergy_Loewe=3.53, Synergy_HSA=3.75. (2) Drug 1: C1=C(C(=O)NC(=O)N1)F. Drug 2: C1CCC(C(C1)N)N.C(=O)(C(=O)[O-])[O-].[Pt+4]. Cell line: NCI/ADR-RES. Synergy scores: CSS=28.7, Synergy_ZIP=-15.2, Synergy_Bliss=-15.7, Synergy_Loewe=-11.2, Synergy_HSA=-9.51. (3) Drug 1: CCN(CC)CCNC(=O)C1=C(NC(=C1C)C=C2C3=C(C=CC(=C3)F)NC2=O)C. Drug 2: CC(C)CN1C=NC2=C1C3=CC=CC=C3N=C2N. Cell line: SW-620. Synergy scores: CSS=5.88, Synergy_ZIP=-1.33, Synergy_Bliss=1.63, Synergy_Loewe=1.48, Synergy_HSA=0.103. (4) Drug 2: CC1=C(C(=CC=C1)Cl)NC(=O)C2=CN=C(S2)NC3=CC(=NC(=N3)C)N4CCN(CC4)CCO. Drug 1: CS(=O)(=O)C1=CC(=C(C=C1)C(=O)NC2=CC(=C(C=C2)Cl)C3=CC=CC=N3)Cl. Cell line: NCI-H226. Synergy scores: CSS=11.8, Synergy_ZIP=4.40, Synergy_Bliss=9.97, Synergy_Loewe=8.58, Synergy_HSA=10.5.